Dataset: NCI-60 drug combinations with 297,098 pairs across 59 cell lines. Task: Regression. Given two drug SMILES strings and cell line genomic features, predict the synergy score measuring deviation from expected non-interaction effect. (1) Drug 1: CC1C(C(CC(O1)OC2CC(CC3=C2C(=C4C(=C3O)C(=O)C5=C(C4=O)C(=CC=C5)OC)O)(C(=O)C)O)N)O.Cl. Drug 2: C1=C(C(=O)NC(=O)N1)F. Cell line: SR. Synergy scores: CSS=80.0, Synergy_ZIP=-0.825, Synergy_Bliss=-3.35, Synergy_Loewe=-2.71, Synergy_HSA=-0.421. (2) Drug 1: C1C(C(OC1N2C=NC(=NC2=O)N)CO)O. Drug 2: C(CCl)NC(=O)N(CCCl)N=O. Cell line: SNB-19. Synergy scores: CSS=16.5, Synergy_ZIP=-4.31, Synergy_Bliss=2.68, Synergy_Loewe=0.544, Synergy_HSA=5.51. (3) Drug 1: C1CC(=O)NC(=O)C1N2CC3=C(C2=O)C=CC=C3N. Drug 2: C1=NC2=C(N1)C(=S)N=CN2. Cell line: HCT116. Synergy scores: CSS=37.9, Synergy_ZIP=-5.55, Synergy_Bliss=-5.67, Synergy_Loewe=-11.1, Synergy_HSA=-3.26. (4) Drug 1: C1=NC2=C(N=C(N=C2N1C3C(C(C(O3)CO)O)O)F)N. Drug 2: C1=CC=C(C=C1)NC(=O)CCCCCCC(=O)NO. Cell line: SK-MEL-5. Synergy scores: CSS=27.8, Synergy_ZIP=-5.42, Synergy_Bliss=2.80, Synergy_Loewe=-6.29, Synergy_HSA=0.401. (5) Drug 1: CC(C1=C(C=CC(=C1Cl)F)Cl)OC2=C(N=CC(=C2)C3=CN(N=C3)C4CCNCC4)N. Drug 2: CN(C)C1=NC(=NC(=N1)N(C)C)N(C)C. Cell line: MOLT-4. Synergy scores: CSS=24.8, Synergy_ZIP=2.84, Synergy_Bliss=3.42, Synergy_Loewe=-32.3, Synergy_HSA=0.116. (6) Drug 1: CS(=O)(=O)C1=CC(=C(C=C1)C(=O)NC2=CC(=C(C=C2)Cl)C3=CC=CC=N3)Cl. Drug 2: C1=CC(=CC=C1C#N)C(C2=CC=C(C=C2)C#N)N3C=NC=N3. Cell line: HL-60(TB). Synergy scores: CSS=8.56, Synergy_ZIP=4.53, Synergy_Bliss=9.08, Synergy_Loewe=6.09, Synergy_HSA=4.26. (7) Drug 1: CN1CCC(CC1)COC2=C(C=C3C(=C2)N=CN=C3NC4=C(C=C(C=C4)Br)F)OC. Drug 2: CC1=C(C(CCC1)(C)C)C=CC(=CC=CC(=CC(=O)O)C)C. Cell line: MDA-MB-435. Synergy scores: CSS=6.59, Synergy_ZIP=3.67, Synergy_Bliss=8.48, Synergy_Loewe=5.08, Synergy_HSA=5.68. (8) Drug 1: CC1C(C(CC(O1)OC2CC(CC3=C2C(=C4C(=C3O)C(=O)C5=C(C4=O)C(=CC=C5)OC)O)(C(=O)C)O)N)O.Cl. Drug 2: C1=CN(C=N1)CC(O)(P(=O)(O)O)P(=O)(O)O. Cell line: HCC-2998. Synergy scores: CSS=-0.0490, Synergy_ZIP=-2.80, Synergy_Bliss=-6.00, Synergy_Loewe=-15.0, Synergy_HSA=-6.70. (9) Drug 1: CCC1=CC2CC(C3=C(CN(C2)C1)C4=CC=CC=C4N3)(C5=C(C=C6C(=C5)C78CCN9C7C(C=CC9)(C(C(C8N6C)(C(=O)OC)O)OC(=O)C)CC)OC)C(=O)OC.C(C(C(=O)O)O)(C(=O)O)O. Drug 2: CN(CC1=CN=C2C(=N1)C(=NC(=N2)N)N)C3=CC=C(C=C3)C(=O)NC(CCC(=O)O)C(=O)O. Cell line: 786-0. Synergy scores: CSS=43.0, Synergy_ZIP=-0.987, Synergy_Bliss=-0.405, Synergy_Loewe=2.02, Synergy_HSA=2.58. (10) Synergy scores: CSS=16.1, Synergy_ZIP=1.72, Synergy_Bliss=-0.845, Synergy_Loewe=-11.4, Synergy_HSA=1.14. Drug 2: CC1CCC2CC(C(=CC=CC=CC(CC(C(=O)C(C(C(=CC(C(=O)CC(OC(=O)C3CCCCN3C(=O)C(=O)C1(O2)O)C(C)CC4CCC(C(C4)OC)OCCO)C)C)O)OC)C)C)C)OC. Cell line: LOX IMVI. Drug 1: C1CCN(CC1)CCOC2=CC=C(C=C2)C(=O)C3=C(SC4=C3C=CC(=C4)O)C5=CC=C(C=C5)O.